This data is from Forward reaction prediction with 1.9M reactions from USPTO patents (1976-2016). The task is: Predict the product of the given reaction. (1) Given the reactants [Si]([O:8][CH2:9][C:10]1[CH:14]=[N:13][N:12]([CH2:15][C@@H:16]2[C@H:19]([NH:20][C:21](=[O:30])[O:22][CH2:23][C:24]3[CH:29]=[CH:28][CH:27]=[CH:26][CH:25]=3)[C:18](=[O:31])[NH:17]2)[N:11]=1)(C(C)(C)C)(C)C.CCCC[N+](CCCC)(CCCC)CCCC.[F-], predict the reaction product. The product is: [OH:8][CH2:9][C:10]1[CH:14]=[N:13][N:12]([CH2:15][C@@H:16]2[C@H:19]([NH:20][C:21](=[O:30])[O:22][CH2:23][C:24]3[CH:29]=[CH:28][CH:27]=[CH:26][CH:25]=3)[C:18](=[O:31])[NH:17]2)[N:11]=1. (2) The product is: [Cl:15][CH2:14][CH2:13][CH2:12][CH2:11][O:9][C:4]1[CH:5]=[CH:6][C:7]([CH3:8])=[C:2]([CH3:1])[CH:3]=1. Given the reactants [CH3:1][C:2]1[CH:3]=[C:4]([OH:9])[CH:5]=[CH:6][C:7]=1[CH3:8].Br[CH2:11][CH2:12][CH2:13][CH2:14][Cl:15], predict the reaction product. (3) Given the reactants [CH2:1]([O:8][C:9]([N:11]([CH2:32][C:33]([N:35]1[CH2:39][C@@H:38]([F:40])[CH2:37][C@H:36]1[C:41]#[N:42])=[O:34])[C:12]12[CH2:19][CH2:18][C:15]([C:20](ON3C4C=CC=CC=4N=N3)=[O:21])([CH2:16][CH2:17]1)[CH2:14][CH2:13]2)=[O:10])[C:2]1[CH:7]=[CH:6][CH:5]=[CH:4][CH:3]=1.[CH3:43][NH2:44], predict the reaction product. The product is: [CH2:1]([O:8][C:9]([N:11]([CH2:32][C:33]([N:35]1[CH2:39][C@@H:38]([F:40])[CH2:37][C@H:36]1[C:41]#[N:42])=[O:34])[C:12]12[CH2:13][CH2:14][C:15]([C:20]([NH:44][CH3:43])=[O:21])([CH2:16][CH2:17]1)[CH2:18][CH2:19]2)=[O:10])[C:2]1[CH:7]=[CH:6][CH:5]=[CH:4][CH:3]=1. (4) Given the reactants Cl.[NH2:2][C@@H:3]([CH2:8][NH:9][C:10]([O:12][C:13]([CH3:16])([CH3:15])[CH3:14])=[O:11])[C:4]([O:6][CH3:7])=[O:5].Cl[CH2:18][CH2:19][N:20]([CH2:29][CH2:30]Cl)[CH2:21][C:22]1[CH:27]=[CH:26][C:25]([F:28])=[CH:24][CH:23]=1.C(OC(C[C@](N)(N1CCN(CC2C=CC(F)=CC=2)CC1)C(OC)=O)=O)(C)(C)C, predict the reaction product. The product is: [C:13]([O:12][C:10]([NH:9][CH2:8][C@H:3]([N:2]1[CH2:18][CH2:19][N:20]([CH2:21][C:22]2[CH:27]=[CH:26][C:25]([F:28])=[CH:24][CH:23]=2)[CH2:29][CH2:30]1)[C:4]([O:6][CH3:7])=[O:5])=[O:11])([CH3:16])([CH3:15])[CH3:14]. (5) Given the reactants O[C:2]1[CH:16]=[CH:15][C:5]([C:6]([C:8]2[CH:13]=[CH:12][C:11]([OH:14])=[CH:10][CH:9]=2)=[O:7])=[CH:4][CH:3]=1.Br[CH2:18][CH2:19][CH2:20][CH2:21][CH2:22][CH2:23][CH2:24][CH2:25][CH2:26][CH2:27][CH2:28][CH3:29].[C:30]([O-:33])([O-])=O.[K+].[K+].O, predict the reaction product. The product is: [CH2:18]([O:14][C:11]1[CH:12]=[CH:13][C:8]([C:6]([C:5]2[CH:15]=[CH:16][C:2]([O:33][CH2:30][CH2:11][CH2:10][CH2:9][CH2:8][CH2:6][CH2:5][CH2:4][CH2:3][CH2:2][CH2:16][CH3:15])=[CH:3][CH:4]=2)=[O:7])=[CH:9][CH:10]=1)[CH2:19][CH2:20][CH2:21][CH2:22][CH2:23][CH2:24][CH2:25][CH2:26][CH2:27][CH2:28][CH3:29]. (6) Given the reactants [ClH:1].[F:2][C:3]1[CH:4]=[C:5]([C:10]2[C:18]3[C:13](=[CH:14][C:15]([O:19][CH2:20][CH2:21][N:22]4[CH2:27][CH2:26][N:25]([S:28]([CH3:31])(=[O:30])=[O:29])[CH2:24][CH2:23]4)=[CH:16][CH:17]=3)[C:12](=[O:32])[C:11]=2[C:33]2[CH:38]=CC(C(F)(F)F)=C[CH:34]=2)[CH:6]=[C:7]([F:9])[CH:8]=1.O1CCN(CCOC2C=C3C(C(C4C=CC=CC=4)=C(Br)C3=O)=CC=2)CC1.[N:69]1C=C(B(O)O)C=[N:71][CH:70]=1, predict the reaction product. The product is: [ClH:1].[F:2][C:3]1[CH:4]=[C:5]([C:10]2[C:18]3[C:13](=[CH:14][C:15]([O:19][CH2:20][CH2:21][N:22]4[CH2:27][CH2:26][N:25]([S:28]([CH3:31])(=[O:29])=[O:30])[CH2:24][CH2:23]4)=[CH:16][CH:17]=3)[C:12](=[O:32])[C:11]=2[C:33]2[CH:34]=[N:69][CH:70]=[N:71][CH:38]=2)[CH:6]=[C:7]([F:9])[CH:8]=1. (7) Given the reactants [O:1]=[C:2]1[N:6]([C:7]2[CH:12]=[CH:11][CH:10]=[CH:9][CH:8]=2)[CH:5]([C:13](O)=[O:14])[CH2:4][N:3]1[S:16]([C:19]1[CH:24]=[CH:23][CH:22]=[CH:21][C:20]=1[C:25]([F:28])([F:27])[F:26])(=[O:18])=[O:17].[C:29]([C:31]1[CH:36]=[CH:35][CH:34]=[CH:33][C:32]=1[N:37]1[CH2:42][CH2:41][NH:40][CH2:39][CH2:38]1)#[N:30], predict the reaction product. The product is: [O:1]=[C:2]1[N:6]([C:7]2[CH:8]=[CH:9][CH:10]=[CH:11][CH:12]=2)[CH:5]([C:13]([N:40]2[CH2:39][CH2:38][N:37]([C:32]3[CH:33]=[CH:34][CH:35]=[CH:36][C:31]=3[C:29]#[N:30])[CH2:42][CH2:41]2)=[O:14])[CH2:4][N:3]1[S:16]([C:19]1[CH:24]=[CH:23][CH:22]=[CH:21][C:20]=1[C:25]([F:27])([F:28])[F:26])(=[O:17])=[O:18]. (8) The product is: [Cl:1][CH2:2][CH2:3][CH2:4][S:5]([O:8][CH2:9][C:10]([CH3:24])([CH3:23])[CH:11]([O:15][CH2:16][C:17]1[CH:22]=[CH:21][CH:20]=[CH:19][CH:18]=1)[C:12]([O:14][CH2:35][CH2:34][O:33][C:25](=[O:32])[C:26]1[CH:31]=[CH:30][CH:29]=[CH:28][CH:27]=1)=[O:13])(=[O:6])=[O:7]. Given the reactants [Cl:1][CH2:2][CH2:3][CH2:4][S:5]([O:8][CH2:9][C:10]([CH3:24])([CH3:23])[CH:11]([O:15][CH2:16][C:17]1[CH:22]=[CH:21][CH:20]=[CH:19][CH:18]=1)[C:12]([OH:14])=[O:13])(=[O:7])=[O:6].[C:25]([O:33][CH:34](Cl)[CH3:35])(=[O:32])[C:26]1[CH:31]=[CH:30][CH:29]=[CH:28][CH:27]=1, predict the reaction product.